From a dataset of Full USPTO retrosynthesis dataset with 1.9M reactions from patents (1976-2016). Predict the reactants needed to synthesize the given product. (1) Given the product [Na+:5].[CH3:13][C:14]1[S:18][C:17]([S:19]([O-:21])=[O:20])=[CH:16][C:15]=1[C:23]1[CH:24]=[CH:25][C:26]([O:29][C:30]([F:33])([F:31])[F:32])=[CH:27][CH:28]=1, predict the reactants needed to synthesize it. The reactants are: S([O-])([O-])=O.[Na+:5].[Na+].O.C(=O)(O)[O-].[Na+].[CH3:13][C:14]1[S:18][C:17]([S:19](Cl)(=[O:21])=[O:20])=[CH:16][C:15]=1[C:23]1[CH:28]=[CH:27][C:26]([O:29][C:30]([F:33])([F:32])[F:31])=[CH:25][CH:24]=1. (2) Given the product [C:8]([O:12][C:13]([N:15]1[CH2:16][CH2:17][C:18]2([N:22]=[C:21]([C:23]3[CH:28]=[CH:27][CH:26]=[C:25]([C:29]([O:31][CH3:1])=[O:30])[CH:24]=3)[NH:20][C:19]2=[O:32])[CH2:33][CH2:34]1)=[O:14])([CH3:11])([CH3:9])[CH3:10], predict the reactants needed to synthesize it. The reactants are: [CH3:1][Si](C=[N+]=[N-])(C)C.[C:8]([O:12][C:13]([N:15]1[CH2:34][CH2:33][C:18]2([N:22]=[C:21]([C:23]3[CH:28]=[CH:27][CH:26]=[C:25]([C:29]([OH:31])=[O:30])[CH:24]=3)[NH:20][C:19]2=[O:32])[CH2:17][CH2:16]1)=[O:14])([CH3:11])([CH3:10])[CH3:9]. (3) Given the product [S:9]1[C:5]2[CH:4]=[CH:3][CH:2]=[CH:20][C:6]=2[C:7]([CH2:10][CH2:11][NH2:12])=[CH:8]1, predict the reactants needed to synthesize it. The reactants are: Cl[C:2]1[CH:3]=[CH:4][C:5]2[S:9][CH:8]=[C:7]([CH2:10][CH2:11][NH:12]C(=O)OC(C)(C)C)[C:6]=2[CH:20]=1.FC(F)(F)C(O)=O.C(=O)(O)[O-].[Na+]. (4) Given the product [CH2:16]1[N:21]([C:22]([C:24]2[CH:25]=[CH:26][C:27]([S:30]([NH:1][C@@H:2]([C:5]3[CH:10]=[CH:9][CH:8]=[CH:7][CH:6]=3)[CH2:3][OH:4])(=[O:32])=[O:31])=[CH:28][CH:29]=2)=[O:23])[CH2:20][CH2:19][N:18]2[CH2:34][CH2:35][CH2:36][C@H:17]12, predict the reactants needed to synthesize it. The reactants are: [NH2:1][C@@H:2]([C:5]1[CH:10]=[CH:9][CH:8]=[CH:7][CH:6]=1)[CH2:3][OH:4].CN(C)C=O.[CH2:16]1[N:21]([C:22]([C:24]2[CH:29]=[CH:28][C:27]([S:30](Cl)(=[O:32])=[O:31])=[CH:26][CH:25]=2)=[O:23])[CH2:20][CH2:19][N:18]2[CH2:34][CH2:35][CH2:36][C@H:17]12.C(=O)([O-])[O-].[Na+].[Na+]. (5) Given the product [CH:21]1([CH2:24][O:25][C:26]2[CH:31]=[C:30]([O:14][CH2:13][C:10]3[CH:11]=[CH:12][C:7]([O:6][CH2:5]/[C:4](=[N:3]\[O:2][CH3:1])/[C:15]4[CH:20]=[CH:19][CH:18]=[CH:17][CH:16]=4)=[CH:8][CH:9]=3)[CH:29]=[CH:28][C:27]=2[CH2:33][CH2:34][C:35]([OH:37])=[O:36])[CH2:22][CH2:23]1, predict the reactants needed to synthesize it. The reactants are: [CH3:1][O:2]/[N:3]=[C:4](/[C:15]1[CH:20]=[CH:19][CH:18]=[CH:17][CH:16]=1)\[CH2:5][O:6][C:7]1[CH:12]=[CH:11][C:10]([CH2:13][OH:14])=[CH:9][CH:8]=1.[CH:21]1([CH2:24][O:25][C:26]2[CH:31]=[C:30](O)[CH:29]=[CH:28][C:27]=2[CH2:33][CH2:34][C:35]([O:37]C)=[O:36])[CH2:23][CH2:22]1. (6) Given the product [BrH:34].[NH2:11][C@H:12]([C:16]1[O:17][C:18]([C:25]2[C:33]3[C:28](=[C:29]([Br:34])[CH:30]=[CH:31][CH:32]=3)[NH:27][CH:26]=2)=[C:19]([C:21]([O:23][CH3:24])=[O:22])[N:20]=1)[CH:13]([CH3:15])[CH3:14], predict the reactants needed to synthesize it. The reactants are: C(OC([NH:11][C@H:12]([C:16]1[O:17][C:18]([C:25]2[C:33]3[C:28](=[C:29]([Br:34])[CH:30]=[CH:31][CH:32]=3)[NH:27][CH:26]=2)=[C:19]([C:21]([O:23][CH3:24])=[O:22])[N:20]=1)[CH:13]([CH3:15])[CH3:14])=O)C1C=CC=CC=1.Br.CC(OC)(C)C. (7) Given the product [CH2:1]([NH:3][CH2:14][C:5]1[CH:6]=[CH:7][C:8]2[C:13](=[CH:12][CH:11]=[CH:10][CH:9]=2)[N:4]=1)[CH3:2], predict the reactants needed to synthesize it. The reactants are: [CH2:1]([NH2:3])[CH3:2].[N:4]1[C:13]2[C:8](=[CH:9][CH:10]=[CH:11][CH:12]=2)[CH:7]=[CH:6][C:5]=1[CH:14]=O. (8) Given the product [CH2:26]([O:25][C:23](=[O:24])[CH2:22][O:1][C@H:2]1[CH2:6][N:5]([C:7]([O:9][CH3:10])=[O:8])[C@H:4]([C:11]([O:13][CH2:14][C:15]2[CH:20]=[CH:19][CH:18]=[CH:17][CH:16]=2)=[O:12])[CH2:3]1)[CH3:27], predict the reactants needed to synthesize it. The reactants are: [OH:1][C@H:2]1[CH2:6][N:5]([C:7]([O:9][CH3:10])=[O:8])[C@H:4]([C:11]([O:13][CH2:14][C:15]2[CH:20]=[CH:19][CH:18]=[CH:17][CH:16]=2)=[O:12])[CH2:3]1.Br[CH2:22][C:23]([O:25][CH2:26][CH3:27])=[O:24].[H-].[Na+].O. (9) Given the product [CH3:30][O:29][C:18]1([C:23]2[CH:28]=[CH:27][CH:26]=[CH:25][CH:24]=2)[C:19]2[CH:20]=[CH:21][CH:22]=[C:14]([NH:7][C:1]3[CH:6]=[CH:5][CH:4]=[CH:3][CH:2]=3)[C:15]=2[CH2:16][CH2:17]1, predict the reactants needed to synthesize it. The reactants are: [C:1]1([NH2:7])[CH:6]=[CH:5][CH:4]=[CH:3][CH:2]=1.[Li]CCCC.Br[C:14]1[CH:22]=[CH:21][CH:20]=[C:19]2[C:15]=1[CH2:16][CH2:17][C:18]2([O:29][CH3:30])[C:23]1[CH:28]=[CH:27][CH:26]=[CH:25][CH:24]=1.C(P(C(C)(C)C)C1C=CC=CC=1C1C=CC=CC=1N(C)C)(C)(C)C.